From a dataset of Peptide-MHC class I binding affinity with 185,985 pairs from IEDB/IMGT. Regression. Given a peptide amino acid sequence and an MHC pseudo amino acid sequence, predict their binding affinity value. This is MHC class I binding data. (1) The peptide sequence is NQLYLTVSF. The MHC is HLA-B07:02 with pseudo-sequence HLA-B07:02. The binding affinity (normalized) is 0.0847. (2) The MHC is HLA-A24:03 with pseudo-sequence HLA-A24:03. The binding affinity (normalized) is 0.0847. The peptide sequence is EVVGSYIRY. (3) The peptide sequence is FIRDCSVAL. The MHC is HLA-A31:01 with pseudo-sequence HLA-A31:01. The binding affinity (normalized) is 0.0847. (4) The peptide sequence is YKEPNSIIL. The MHC is HLA-A30:01 with pseudo-sequence HLA-A30:01. The binding affinity (normalized) is 0.0847. (5) The peptide sequence is PANINDKQIM. The MHC is HLA-A02:01 with pseudo-sequence HLA-A02:01. The binding affinity (normalized) is 0.0405. (6) The peptide sequence is IIGHIGHHY. The MHC is HLA-A11:01 with pseudo-sequence HLA-A11:01. The binding affinity (normalized) is 0.220. (7) The binding affinity (normalized) is 0.0847. The MHC is HLA-A02:03 with pseudo-sequence HLA-A02:03. The peptide sequence is EELRSLFNTI. (8) The MHC is HLA-A68:01 with pseudo-sequence HLA-A68:01. The binding affinity (normalized) is 0.593. The peptide sequence is FTNDSIISH. (9) The peptide sequence is SAQVMHDPF. The MHC is H-2-Db with pseudo-sequence H-2-Db. The binding affinity (normalized) is 0.346. (10) The peptide sequence is VVAANRSAF. The MHC is HLA-C14:02 with pseudo-sequence HLA-C14:02. The binding affinity (normalized) is 0.572.